From a dataset of hERG Central: cardiac toxicity at 1µM, 10µM, and general inhibition. Predict hERG channel inhibition at various concentrations. (1) The drug is Cl.OC(COCc1ccc(Cl)cc1)CN1CCc2ccccc2C1. Results: hERG_inhib (hERG inhibition (general)): blocker. (2) The molecule is O=C(NCCCN1CCOCC1)c1cc(Cl)ccc1OCc1ccccc1. Results: hERG_inhib (hERG inhibition (general)): blocker. (3) Results: hERG_inhib (hERG inhibition (general)): blocker. The drug is CN1CCN(c2ccccc2NC(=O)COc2ccc(Cl)cc2)CC1. (4) Results: hERG_inhib (hERG inhibition (general)): blocker. The compound is CC(=O)c1ccc(-c2nnc(CCC(=O)N(C)Cc3cccc4cnccc34)o2)s1. (5) The compound is CC(C)Nc1nc(SC(C)C(=O)Nc2ccccc2)nc(N(C)C)n1. Results: hERG_inhib (hERG inhibition (general)): blocker.